Dataset: Peptide-MHC class I binding affinity with 185,985 pairs from IEDB/IMGT. Task: Regression. Given a peptide amino acid sequence and an MHC pseudo amino acid sequence, predict their binding affinity value. This is MHC class I binding data. (1) The binding affinity (normalized) is 0.499. The peptide sequence is AVYSTFLHR. The MHC is HLA-A30:01 with pseudo-sequence HLA-A30:01. (2) The peptide sequence is LLFRMILNY. The MHC is HLA-B39:01 with pseudo-sequence HLA-B39:01. The binding affinity (normalized) is 0.0847. (3) The peptide sequence is ETACLGKSY. The MHC is HLA-A29:02 with pseudo-sequence HLA-A29:02. The binding affinity (normalized) is 0.482. (4) The peptide sequence is GLRKRSRRQ. The MHC is HLA-A03:01 with pseudo-sequence HLA-A03:01. The binding affinity (normalized) is 0.00699. (5) The peptide sequence is GPITTLWEGS. The MHC is HLA-A32:01 with pseudo-sequence HLA-A32:01. The binding affinity (normalized) is 0.264. (6) The peptide sequence is LRARGETYGR. The MHC is Mamu-B08 with pseudo-sequence Mamu-B08. The binding affinity (normalized) is 0.0735. (7) The peptide sequence is IPTVMAFHL. The MHC is HLA-B53:01 with pseudo-sequence HLA-B53:01. The binding affinity (normalized) is 0.640.